From a dataset of CYP3A4 inhibition data for predicting drug metabolism from PubChem BioAssay. Regression/Classification. Given a drug SMILES string, predict its absorption, distribution, metabolism, or excretion properties. Task type varies by dataset: regression for continuous measurements (e.g., permeability, clearance, half-life) or binary classification for categorical outcomes (e.g., BBB penetration, CYP inhibition). Dataset: cyp3a4_veith. (1) The compound is COc1ccc(O)c(/C=N/NC(=O)CSc2nnc(C)n2-c2ccccc2)c1. The result is 1 (inhibitor). (2) The molecule is O=C(/C=C\c1ccc(O)c(O)c1)O[C@@H]1C[C@](O)(C(=O)O)C[C@@H](O)[C@@H]1O. The result is 0 (non-inhibitor).